Task: Predict the reactants needed to synthesize the given product.. Dataset: Full USPTO retrosynthesis dataset with 1.9M reactions from patents (1976-2016) (1) Given the product [F:15][B-:14]([F:18])([F:17])[F:16].[C:4]([C:3]1[CH:6]=[C:7]([S:10][C:11]#[N:12])[CH:8]=[CH:9][C:2]=1[N+:1]#[N:19])#[N:5], predict the reactants needed to synthesize it. The reactants are: [NH2:1][C:2]1[CH:9]=[CH:8][C:7]([S:10][C:11]#[N:12])=[CH:6][C:3]=1[C:4]#[N:5].[H+].[B-:14]([F:18])([F:17])([F:16])[F:15].[N:19]([O-])=O.[Na+]. (2) Given the product [CH3:35][N:36]1[CH:40]=[CH:39][C:38]([CH2:41][NH:42][C:32](=[O:33])[CH2:31][N:15]2[CH2:16][CH2:17][C:18]([C:19]3[CH:20]=[CH:21][CH:22]=[CH:23][CH:24]=3)([C:25]3[CH:26]=[CH:27][CH:28]=[CH:29][CH:30]=3)[C:14]2=[O:13])=[N:37]1, predict the reactants needed to synthesize it. The reactants are: Cl.C(N=C=NCCCN(C)C)C.[O:13]=[C:14]1[C:18]([C:25]2[CH:30]=[CH:29][CH:28]=[CH:27][CH:26]=2)([C:19]2[CH:24]=[CH:23][CH:22]=[CH:21][CH:20]=2)[CH2:17][CH2:16][N:15]1[CH2:31][C:32](O)=[O:33].[CH3:35][N:36]1[CH:40]=[CH:39][C:38]([CH2:41][NH2:42])=[N:37]1. (3) Given the product [CH:1]1([N:4]2[C:13]3[C:8](=[C:9]([CH3:19])[C:10]([F:16])=[C:11]([F:15])[C:12]=3[CH3:14])[C:7](=[O:17])[NH:6][C:5]2=[O:18])[CH2:2][CH2:3]1, predict the reactants needed to synthesize it. The reactants are: [CH:1]1([N:4]2[C:13]3[C:8](=[CH:9][C:10]([F:16])=[C:11]([F:15])[C:12]=3[CH3:14])[C:7](=[O:17])[NH:6][C:5]2=[O:18])[CH2:3][CH2:2]1.[CH:19](NC(C)C)(C)C.[Li].IC.[Cl-].[NH4+]. (4) Given the product [CH3:23][C:19]1([CH3:24])[CH2:18][C:17]2([CH2:25][CH2:26][CH2:27][N:15]([CH:12]3[CH2:13][CH2:14][N:9]([C:7]([C:6]4[CH:5]=[C:4]([C:28]5[CH:33]=[CH:32][CH:31]=[CH:30][N:29]=5)[S:3][C:2]=4[NH:1][C:36]([NH2:38])=[O:37])=[O:8])[CH2:10][CH2:11]3)[CH2:16]2)[C:21](=[O:22])[O:20]1, predict the reactants needed to synthesize it. The reactants are: [NH2:1][C:2]1[S:3][C:4]([C:28]2[CH:33]=[CH:32][CH:31]=[CH:30][N:29]=2)=[CH:5][C:6]=1[C:7]([N:9]1[CH2:14][CH2:13][CH:12]([N:15]2[CH2:27][CH2:26][CH2:25][C:17]3([C:21](=[O:22])[O:20][C:19]([CH3:24])([CH3:23])[CH2:18]3)[CH2:16]2)[CH2:11][CH2:10]1)=[O:8].ClC(Cl)(Cl)[C:36]([N:38]=C=O)=[O:37].C(OC(C)C)(C)C.